From a dataset of Forward reaction prediction with 1.9M reactions from USPTO patents (1976-2016). Predict the product of the given reaction. Given the reactants [CH3:1][O:2][C:3]1[CH:4]=[C:5]2[C:9](=[CH:10][C:11]=1[O:12][CH3:13])[NH:8][C:7]1[N:14]=[CH:15][N:16]=[C:17]([N:18]3[CH2:23][CH2:22][NH:21][CH2:20][CH2:19]3)[C:6]2=1.N1C=CC=CC=1.[Cl-].[O:31]1[C:35]2[CH:36]=[CH:37][C:38]([CH2:40][NH:41][CH:42]=[S:43])=[CH:39][C:34]=2[O:33][CH2:32]1.CO, predict the reaction product. The product is: [O:31]1[C:35]2[CH:36]=[CH:37][C:38]([CH2:40][NH:41][C:42]([N:21]3[CH2:20][CH2:19][N:18]([C:17]4[C:6]5[C:5]6[C:9](=[CH:10][C:11]([O:12][CH3:13])=[C:3]([O:2][CH3:1])[CH:4]=6)[NH:8][C:7]=5[N:14]=[CH:15][N:16]=4)[CH2:23][CH2:22]3)=[S:43])=[CH:39][C:34]=2[O:33][CH2:32]1.